From a dataset of Full USPTO retrosynthesis dataset with 1.9M reactions from patents (1976-2016). Predict the reactants needed to synthesize the given product. (1) Given the product [CH:17]([C:20]1[CH:26]=[CH:25][CH:24]=[CH:23][C:21]=1[NH:22][C:2]1[CH:7]=[CH:6][C:5]([C:8]2[CH:13]=[CH:12][CH:11]=[CH:10][CH:9]=2)=[CH:4][C:3]=1[N+:14]([O-:16])=[O:15])([CH3:19])[CH3:18], predict the reactants needed to synthesize it. The reactants are: F[C:2]1[CH:7]=[CH:6][C:5]([C:8]2[CH:13]=[CH:12][CH:11]=[CH:10][CH:9]=2)=[CH:4][C:3]=1[N+:14]([O-:16])=[O:15].[CH:17]([C:20]1[CH:26]=[CH:25][CH:24]=[CH:23][C:21]=1[NH2:22])([CH3:19])[CH3:18].[F-].[K+]. (2) Given the product [CH3:1][O:2][C:3]([C:5]1[N:6]([N:11]([C:24](=[O:25])[CH2:23][C:22]([O:21][CH3:20])=[O:27])[CH2:12][C:13]2[CH:18]=[CH:17][C:16]([Cl:19])=[CH:15][CH:14]=2)[CH:7]=[C:8]([Cl:10])[CH:9]=1)=[O:4], predict the reactants needed to synthesize it. The reactants are: [CH3:1][O:2][C:3]([C:5]1[N:6]([NH:11][CH2:12][C:13]2[CH:18]=[CH:17][C:16]([Cl:19])=[CH:15][CH:14]=2)[CH:7]=[C:8]([Cl:10])[CH:9]=1)=[O:4].[CH3:20][O:21][C:22](=[O:27])[CH2:23][C:24](Cl)=[O:25].